From a dataset of Catalyst prediction with 721,799 reactions and 888 catalyst types from USPTO. Predict which catalyst facilitates the given reaction. (1) Reactant: C([O:3][C:4]([C:6]1[CH:15]=[C:14]2[C:9]([C:10]([O:16][C:17]3[CH:22]=[CH:21][C:20]([CH2:23][C@H:24]([NH:27][CH2:28][C@H:29]([OH:38])[CH2:30][O:31][C:32]4[CH:37]=[CH:36][CH:35]=[CH:34][CH:33]=4)[CH2:25][OH:26])=[CH:19][CH:18]=3)=[CH:11][CH:12]=[N:13]2)=[CH:8][CH:7]=1)=[O:5])C.[OH-].[Na+:40]. Product: [OH:26][CH2:25][C@@H:24]([NH:27][CH2:28][C@H:29]([OH:38])[CH2:30][O:31][C:32]1[CH:33]=[CH:34][CH:35]=[CH:36][CH:37]=1)[CH2:23][C:20]1[CH:21]=[CH:22][C:17]([O:16][C:10]2[C:9]3[C:14](=[CH:15][C:6]([C:4]([O-:5])=[O:3])=[CH:7][CH:8]=3)[N:13]=[CH:12][CH:11]=2)=[CH:18][CH:19]=1.[Na+:40]. The catalyst class is: 8. (2) Reactant: [CH3:1][N:2]1[CH:6]=[N:5][C:4]([CH2:7][N:8]2[C:13]3[CH:14]=[C:15]([C:17]4[CH:22]=[CH:21][CH:20]=[CH:19][CH:18]=4)[S:16][C:12]=3[C:11](=[O:23])[N:10]([CH:24]3[CH2:29][CH2:28][N:27](C(OC(C)(C)C)=O)[CH2:26][CH2:25]3)[C:9]2=[O:37])=[N:3]1.[ClH:38]. Product: [ClH:38].[CH3:1][N:2]1[CH:6]=[N:5][C:4]([CH2:7][N:8]2[C:13]3[CH:14]=[C:15]([C:17]4[CH:18]=[CH:19][CH:20]=[CH:21][CH:22]=4)[S:16][C:12]=3[C:11](=[O:23])[N:10]([CH:24]3[CH2:29][CH2:28][NH:27][CH2:26][CH2:25]3)[C:9]2=[O:37])=[N:3]1. The catalyst class is: 12.